This data is from Forward reaction prediction with 1.9M reactions from USPTO patents (1976-2016). The task is: Predict the product of the given reaction. (1) Given the reactants [CH3:1][C:2]1[CH:9]=[C:8]([OH:10])[C:7]([CH3:11])=[CH:6][C:3]=1[CH:4]=[O:5].N1C=CN=C1.Cl[Si:18]([CH:25]([CH3:27])[CH3:26])([CH:22]([CH3:24])[CH3:23])[CH:19]([CH3:21])[CH3:20], predict the reaction product. The product is: [CH3:1][C:2]1[CH:9]=[C:8]([O:10][Si:18]([CH:25]([CH3:27])[CH3:26])([CH:22]([CH3:24])[CH3:23])[CH:19]([CH3:21])[CH3:20])[C:7]([CH3:11])=[CH:6][C:3]=1[CH:4]=[O:5]. (2) Given the reactants Cl[Si:2]([CH3:16])([CH3:15])[Si:3]([CH:6]1[C:10]([CH3:11])=[C:9]([CH3:12])[C:8]([CH3:13])=[C:7]1[CH3:14])([CH3:5])[CH3:4].[C:17]([NH2:21])([CH3:20])([CH3:19])[CH3:18], predict the reaction product. The product is: [C:17]([NH:21][Si:2]([CH3:16])([CH3:15])[Si:3]([CH:6]1[C:10]([CH3:11])=[C:9]([CH3:12])[C:8]([CH3:13])=[C:7]1[CH3:14])([CH3:5])[CH3:4])([CH3:20])([CH3:19])[CH3:18]. (3) The product is: [CH:1]1([CH2:7][C:8]2[N:9]=[N:10][N:11]([C@@H:13]3[C@H:17]4[O:18][CH2:19][C@H:20]([NH:21][C:25]([CH:22]5[CH2:24][CH2:23]5)=[O:26])[C@H:16]4[O:15][CH2:14]3)[CH:12]=2)[CH2:2][CH2:3][CH2:4][CH2:5][CH2:6]1. Given the reactants [CH:1]1([CH2:7][C:8]2[N:9]=[N:10][N:11]([C@@H:13]3[C@H:17]4[O:18][CH2:19][C@H:20]([NH2:21])[C@H:16]4[O:15][CH2:14]3)[CH:12]=2)[CH2:6][CH2:5][CH2:4][CH2:3][CH2:2]1.[CH:22]1([C:25](O)=[O:26])[CH2:24][CH2:23]1.CCN=C=NCCCN(C)C.C1C=CC2N(O)N=NC=2C=1, predict the reaction product. (4) Given the reactants [CH3:1][O:2][C:3](=[O:23])[C:4]1[CH:9]=[C:8]([C:10]([F:13])([F:12])[F:11])[C:7](OS(C(F)(F)F)(=O)=O)=[CH:6][C:5]=1[CH3:22].[C:24]([O:28][C:29]([N:31]1[CH2:36][CH:35]=[C:34](B2OC(C)(C)C(C)(C)O2)[CH2:33][CH2:32]1)=[O:30])([CH3:27])([CH3:26])[CH3:25].C(=O)([O-])[O-].[K+].[K+], predict the reaction product. The product is: [C:24]([O:28][C:29]([N:31]1[CH2:32][CH:33]=[C:34]([C:7]2[CH:6]=[C:5]([CH3:22])[C:4]([C:3]([O:2][CH3:1])=[O:23])=[CH:9][C:8]=2[C:10]([F:13])([F:12])[F:11])[CH2:35][CH2:36]1)=[O:30])([CH3:27])([CH3:25])[CH3:26]. (5) Given the reactants [CH3:1][O:2][C:3]([C:5]1[CH:16]=[CH:15][C:8]2[CH:9]=[C:10]([C:12](O)=[O:13])[O:11][C:7]=2[CH:6]=1)=[O:4].C[N:18](C(ON1N=NC2C=CC=NC1=2)=[N+](C)C)C.F[P-](F)(F)(F)(F)F.CCN(C(C)C)C(C)C.[NH4+].[Cl-], predict the reaction product. The product is: [NH2:18][C:12]([C:10]1[O:11][C:7]2[CH:6]=[C:5]([C:3]([O:2][CH3:1])=[O:4])[CH:16]=[CH:15][C:8]=2[CH:9]=1)=[O:13]. (6) Given the reactants [N+:1]([O-:4])(O)=[O:2].[Br:5][C:6]1[CH:12]=[CH:11][C:9]([NH2:10])=[CH:8][CH:7]=1, predict the reaction product. The product is: [Br:5][C:6]1[CH:12]=[CH:11][C:9]([NH2:10])=[CH:8][C:7]=1[N+:1]([O-:4])=[O:2]. (7) Given the reactants C[O:2][C:3]([C:5]1[C:6](=[O:22])[NH:7][C:8]2[C:13]([CH:14]=1)=[CH:12][N:11]=[C:10]([N:15]1[CH2:20][CH2:19][N:18]([CH3:21])[CH2:17][CH2:16]1)[CH:9]=2)=[O:4].[OH-].[Na+], predict the reaction product. The product is: [CH3:21][N:18]1[CH2:19][CH2:20][N:15]([C:10]2[CH:9]=[C:8]3[C:13]([CH:14]=[C:5]([C:3]([OH:4])=[O:2])[C:6](=[O:22])[NH:7]3)=[CH:12][N:11]=2)[CH2:16][CH2:17]1.